Dataset: Experimentally validated miRNA-target interactions with 360,000+ pairs, plus equal number of negative samples. Task: Binary Classification. Given a miRNA mature sequence and a target amino acid sequence, predict their likelihood of interaction. (1) The protein sequence of the target gene is MLTDPDLPQEFERMSSKRPASPYGEADGEVAMVTSRQKVEEEESDGLPAFHLPLHVSFPNKPHSEEFQPVSLLTQETCGHRTPTSQHNTMEVDGNKVMSSFAPHNSSTSPQKAEEGGRQSGESLSSTALGTPERRKGSLADVVDTLKQRKMEELIKNEPEETPSIEKLLSKDWKDKLLAMGSGNFGEIKGTPESLAEKERQLMGMINQLTSLREQLLAAHDEQKKLAASQIEKQRQQMELAKQQQEQIARQQQQLLQQQHKINLLQQQIQVQGQLPPLMIPVFPPDQRTLAAAAQQGFLL.... The miRNA is hsa-miR-136-3p with sequence CAUCAUCGUCUCAAAUGAGUCU. Result: 1 (interaction). (2) The miRNA is hsa-miR-4529-5p with sequence AGGCCAUCAGCAGUCCAAUGAA. The protein sequence of the target gene is MVALSLKICVRHCNVVKTMQFEPSTAVYDACRVIRERVPEAQTGQASDYGLFLSDEDPRKGIWLEAGRTLDYYMLRNGDILEYKKKQRPQKIRMLDGSVKTVMVDDSKTVGELLVTICSRIGITNYEEYSLIQETIEEKKEEGTGTLKKDRTLLRDERKMEKLKAKLHTDDDLNWLDHSRTFREQGVDENETLLLRRKFFYSDQNVDSRDPVQLNLLYVQARDDILNGSHPVSFEKACEFGGFQAQIQFGPHVEHKHKPGFLDLKEFLPKEYIKQRGAEKRIFQEHKNCGEMSEIEAKVK.... Result: 0 (no interaction). (3) The miRNA is hsa-miR-891b with sequence UGCAACUUACCUGAGUCAUUGA. The protein sequence of the target gene is MLDPSSSEEESDEILEEERGKDVLGSAASGARLSPSRTSEGSAGSAGMGGSGAGAGVGAGGGGGSGASSGGGAGGLQPSSRAGGGRPSSPSPSVVSEKEKEELERLQKEEEERKKRLQLYVFVMRCIAYPFNAKQPTDMARRQQKISKQQLQTVKDRFQAFLNGETQIVADEAFMNAVQSYYEVFLKSDRVARMVQSGGCSANDSREVFKKHIEKRVRSLPEIDGLSKETVLSSWMAKFDAIYRGEEDPRKQQARMTASAASELILSKEQLYEMFQNILGIKKFEHQLLYNACQLDNPDE.... Result: 0 (no interaction). (4) The miRNA is hsa-miR-1827 with sequence UGAGGCAGUAGAUUGAAU. The protein sequence of the target gene is MLSSGVETQPVPLDSSMSAVVQELYSELPVSVSRELHADPEPSVIPDVKPGASSSLLSQNRALPLELQRTHVESCCEETYETLDHGSEPGRCGLVDSTAGGSVASGILDRAKRSESMEPKVFRDPGGQAGIIREPSEGAKEDPHQHSTAAEEKTSPSQEDLLMQSSKELSHVDLPEDFLRSKEGNVQITAETLLKSAEVQGMKVNGTKTDNNEGHKNGNVSKDLSAGCGEFQEVDKIMTSDEVSETSTLVTPEPLTFVDPVLTEATPKEKECEELKSCPWLSLPGNSAISNVDNGKEELC.... Result: 0 (no interaction).